Task: Predict which catalyst facilitates the given reaction.. Dataset: Catalyst prediction with 721,799 reactions and 888 catalyst types from USPTO (1) Reactant: C[O:2][C:3]([C:5]1[CH:14]=[CH:13][C:12]2[C:7](=[CH:8][CH:9]=[C:10]([O:50][CH3:51])[C:11]=2[CH2:15][N:16]2[C:22](=[O:23])[C@@H:21]([NH:24][C:25](=[O:37])[C@@H:26]([N:28]([C:30]([O:32][C:33]([CH3:36])([CH3:35])[CH3:34])=[O:31])[CH3:29])[CH3:27])[CH2:20][N:19]([C:38](=[O:45])[CH2:39][CH2:40][CH2:41][C:42](=[O:44])[CH3:43])[C:18]3[CH:46]=[CH:47][CH:48]=[CH:49][C:17]2=3)[CH:6]=1)=[O:4].[Li+].[OH-].C(O)(=O)CC(CC(O)=O)(C(O)=O)O. Product: [C:33]([O:32][C:30]([N:28]([CH3:29])[C@@H:26]([CH3:27])[C:25]([NH:24][C@@H:21]1[C:22](=[O:23])[N:16]([CH2:15][C:11]2[C:10]([O:50][CH3:51])=[CH:9][CH:8]=[C:7]3[C:12]=2[CH:13]=[CH:14][C:5]([C:3]([OH:4])=[O:2])=[CH:6]3)[C:17]2[CH:49]=[CH:48][CH:47]=[CH:46][C:18]=2[N:19]([C:38](=[O:45])[CH2:39][CH2:40][CH2:41][C:42](=[O:44])[CH3:43])[CH2:20]1)=[O:37])=[O:31])([CH3:35])([CH3:36])[CH3:34]. The catalyst class is: 20. (2) Reactant: CCN(C(C)C)C(C)C.[F:10][C:11]([F:28])([F:27])[O:12][C:13]1[CH:14]=[CH:15][CH:16]=[C:17]2[C:22]=1[O:21][C:20](=[O:23])[C:19]([C:24]([OH:26])=O)=[CH:18]2.CN(C(ON1N=NC2C=CC=NC1=2)=[N+](C)C)C.F[P-](F)(F)(F)(F)F.[N:53]1[C:62]2[C:57](=[CH:58][CH:59]=[CH:60][CH:61]=2)[CH:56]=[C:55]([C:63]2[CH:64]=[C:65]([NH2:69])[CH:66]=[CH:67][CH:68]=2)[CH:54]=1. Product: [N:53]1[C:62]2[C:57](=[CH:58][CH:59]=[CH:60][CH:61]=2)[CH:56]=[C:55]([C:63]2[CH:64]=[C:65]([NH:69][C:24]([C:19]3[C:20](=[O:23])[O:21][C:22]4[C:17]([CH:18]=3)=[CH:16][CH:15]=[CH:14][C:13]=4[O:12][C:11]([F:10])([F:28])[F:27])=[O:26])[CH:66]=[CH:67][CH:68]=2)[CH:54]=1. The catalyst class is: 3. (3) Product: [CH3:3][C:4]1[C:9]([CH2:10][S+:11]([O-:21])[C:12]2[N-:13][C:14]3[CH:15]=[CH:16][CH:17]=[CH:18][C:19]=3[N:20]=2)=[N:8][CH:7]=[CH:6][C:5]=1[O:22][CH2:23][CH2:24][CH2:25][O:26][CH3:27].[Na+:2]. The catalyst class is: 32. Reactant: [OH-].[Na+:2].[CH3:3][C:4]1[C:9]([CH2:10][S+:11]([O-:21])[C:12]2[NH:13][C:14]3[CH:15]=[CH:16][CH:17]=[CH:18][C:19]=3[N:20]=2)=[N:8][CH:7]=[CH:6][C:5]=1[O:22][CH2:23][CH2:24][CH2:25][O:26][CH3:27].